This data is from Forward reaction prediction with 1.9M reactions from USPTO patents (1976-2016). The task is: Predict the product of the given reaction. (1) Given the reactants [CH2:1]([SH:8])[C:2]1[CH:7]=[CH:6][CH:5]=[CH:4][CH:3]=1.[H-].[Na+].Cl[C:12]1[CH:17]=[CH:16][CH:15]=[C:14]([C:18]#[N:19])[N:13]=1.C(OCC)(=O)C, predict the reaction product. The product is: [CH2:1]([S:8][C:12]1[CH:17]=[CH:16][CH:15]=[C:14]([C:18]#[N:19])[N:13]=1)[C:2]1[CH:7]=[CH:6][CH:5]=[CH:4][CH:3]=1. (2) Given the reactants [CH:1]1([NH:5][C:6]([C@@H:8]2[CH2:12][CH2:11][CH2:10][N:9]2[C:13](=[O:30])[CH2:14][O:15][C:16]2[C:25]3[C:20](=[CH:21][C:22]([CH3:26])=[CH:23][CH:24]=3)[N:19]=[C:18]([C:27](O)=[O:28])[CH:17]=2)=[O:7])[CH2:4][CH2:3][CH2:2]1.CCN(C(C)C)C(C)C.CN(C(ON1N=NC2C=CC=NC1=2)=[N+](C)C)C.F[P-](F)(F)(F)(F)F.[CH2:64]([O:68][C:69]([N:71]1[CH2:76][CH2:75][N:74]([C:77](=[O:82])[C@@H:78]([NH2:81])[CH2:79][F:80])[CH2:73][CH2:72]1)=[O:70])[CH2:65][CH2:66][CH3:67].C([O-])(O)=O.[Na+], predict the reaction product. The product is: [CH2:64]([O:68][C:69]([N:71]1[CH2:72][CH2:73][N:74]([C:77](=[O:82])[C@@H:78]([NH:81][C:27]([C:18]2[CH:17]=[C:16]([O:15][CH2:14][C:13]([N:9]3[CH2:10][CH2:11][CH2:12][C@H:8]3[C:6](=[O:7])[NH:5][CH:1]3[CH2:2][CH2:3][CH2:4]3)=[O:30])[C:25]3[C:20](=[CH:21][C:22]([CH3:26])=[CH:23][CH:24]=3)[N:19]=2)=[O:28])[CH2:79][F:80])[CH2:75][CH2:76]1)=[O:70])[CH2:65][CH2:66][CH3:67]. (3) Given the reactants [CH3:1][C@@H:2]1[CH2:6][NH:5][C@@H:4]([C:7]([OH:9])=[O:8])[CH2:3]1.[C:10](O[C:10]([O:12][C:13]([CH3:16])([CH3:15])[CH3:14])=[O:11])([O:12][C:13]([CH3:16])([CH3:15])[CH3:14])=[O:11], predict the reaction product. The product is: [C:13]([O:12][C:10]([N:5]1[CH2:6][C@@H:2]([CH3:1])[CH2:3][C@@H:4]1[C:7]([OH:9])=[O:8])=[O:11])([CH3:16])([CH3:15])[CH3:14]. (4) Given the reactants I[C:2]1[CH:11]=[CH:10][CH:9]=[C:8]2[C:3]=1[CH2:4][CH2:5][N:6]1[C:16](=[O:17])[CH2:15][N:14]=[C:13]([N:18]3[CH:22]=[C:21]([CH2:23][O:24][CH3:25])[N:20]=[CH:19]3)[CH:12]=[C:7]12.C([Sn](CCCC)(CCCC)[C:31]1[S:32][CH:33]=[CH:34][N:35]=1)CCC, predict the reaction product. The product is: [CH3:25][O:24][CH2:23][C:21]1[N:20]=[CH:19][N:18]([C:13]2[CH:12]=[C:7]3[C:8]4[C:3]([CH2:4][CH2:5][N:6]3[C:16](=[O:17])[CH2:15][N:14]=2)=[C:2]([C:31]2[S:32][CH:33]=[CH:34][N:35]=2)[CH:11]=[CH:10][CH:9]=4)[CH:22]=1. (5) Given the reactants [OH:1][C:2]1[CH:7]=[C:6]([O:8][CH2:9][CH2:10][O:11][CH3:12])[CH:5]=[CH:4][C:3]=1[CH2:13][CH2:14][C:15]([O:17][CH2:18][CH3:19])=[O:16].[H-].[Na+].Cl[C:23]1[C:28]([Cl:29])=[CH:27][C:26]([C:30]([F:33])([F:32])[F:31])=[CH:25][N:24]=1.O, predict the reaction product. The product is: [Cl:29][C:28]1[C:23]([O:1][C:2]2[CH:7]=[C:6]([O:8][CH2:9][CH2:10][O:11][CH3:12])[CH:5]=[CH:4][C:3]=2[CH2:13][CH2:14][C:15]([O:17][CH2:18][CH3:19])=[O:16])=[N:24][CH:25]=[C:26]([C:30]([F:32])([F:31])[F:33])[CH:27]=1. (6) Given the reactants [C:1]([O-:6])(=[O:5])[CH:2]([CH3:4])[CH3:3].[Ag+:7].[CH2:8]([NH2:11])[CH2:9][NH2:10], predict the reaction product. The product is: [C:1]([O-:6])(=[O:5])[CH:2]([CH3:4])[CH3:3].[Ag+:7].[CH2:8]([NH2:11])[CH2:9][NH2:10]. (7) Given the reactants [CH3:1][C:2]1[CH:3]=[C:4]([CH:8]=[CH:9][C:10]=1[OH:11])[C:5]([OH:7])=[O:6].[CH3:12]O, predict the reaction product. The product is: [CH3:12][O:6][C:5](=[O:7])[C:4]1[CH:8]=[CH:9][C:10]([OH:11])=[C:2]([CH3:1])[CH:3]=1. (8) Given the reactants [BH4-].[Na+].[CH2:3]1[CH2:25][O:24][C:5]2([CH2:22][CH2:21][C:20]3[C:19]4[C@H:10]([C@H:11]5[C@@:15]([CH2:17][CH:18]=4)([CH3:16])[C:14](=[O:23])[CH2:13][CH2:12]5)[CH2:9][CH2:8][C:7]=3[CH2:6]2)[O:4]1.CC(C)=O.[Cl-].[Na+], predict the reaction product. The product is: [CH2:25]1[CH2:3][O:4][C:5]2([CH2:22][CH2:21][C:20]3[C:19]4[C@H:10]([C@H:11]5[C@@:15]([CH2:17][CH:18]=4)([CH3:16])[CH:14]([OH:23])[CH2:13][CH2:12]5)[CH2:9][CH2:8][C:7]=3[CH2:6]2)[O:24]1.